From a dataset of Peptide-MHC class II binding affinity with 134,281 pairs from IEDB. Regression. Given a peptide amino acid sequence and an MHC pseudo amino acid sequence, predict their binding affinity value. This is MHC class II binding data. (1) The peptide sequence is GELQIVDKNDAAFKI. The MHC is DRB5_0101 with pseudo-sequence DRB5_0101. The binding affinity (normalized) is 0.596. (2) The peptide sequence is GKLYSILKIQSPLFT. The MHC is HLA-DQA10101-DQB10501 with pseudo-sequence HLA-DQA10101-DQB10501. The binding affinity (normalized) is 0.196. (3) The peptide sequence is LPPIVAKEIVASCDKC. The MHC is DRB1_0405 with pseudo-sequence DRB1_0405. The binding affinity (normalized) is 0.298. (4) The peptide sequence is GITDRDFIEGVHGGT. The MHC is DRB1_1101 with pseudo-sequence DRB1_1101. The binding affinity (normalized) is 0.119. (5) The MHC is DRB1_0101 with pseudo-sequence DRB1_0101. The binding affinity (normalized) is 0.698. The peptide sequence is YIAENGELTEIGSFY.